From a dataset of Catalyst prediction with 721,799 reactions and 888 catalyst types from USPTO. Predict which catalyst facilitates the given reaction. (1) Reactant: [BH4-].[Na+].[C:3]([O:7][C:8]([N:10]1[C:15](=[O:16])[CH:14]2[CH2:17][CH:11]1[CH2:12][CH2:13]2)=[O:9])([CH3:6])([CH3:5])[CH3:4]. Product: [C:3]([O:7][C:8](=[O:9])[NH:10][C@H:11]1[CH2:12][CH2:13][C@@H:14]([CH2:15][OH:16])[CH2:17]1)([CH3:6])([CH3:4])[CH3:5]. The catalyst class is: 20. (2) Reactant: [C:1]([O:5][C:6]([NH:8][C:9]1[CH:14]=[CH:13][N:12]([CH2:15][CH2:16][CH:17]([F:27])[CH2:18][N:19]2[CH:23]=[C:22]([C:24]([OH:26])=O)[N:21]=[N:20]2)[C:11](=[O:28])[C:10]=1[F:29])=[O:7])([CH3:4])([CH3:3])[CH3:2].[F:30][C:31]([F:42])([F:41])[O:32][C:33]1[CH:34]=[C:35]([CH2:39][NH2:40])[CH:36]=[CH:37][CH:38]=1.CN(C(ON1N=NC2C=CC=NC1=2)=[N+](C)C)C.F[P-](F)(F)(F)(F)F.CCN(C(C)C)C(C)C. Product: [C:1]([O:5][C:6](=[O:7])[NH:8][C:9]1[CH:14]=[CH:13][N:12]([CH2:15][CH2:16][CH:17]([F:27])[CH2:18][N:19]2[CH:23]=[C:22]([C:24](=[O:26])[NH:40][CH2:39][C:35]3[CH:36]=[CH:37][CH:38]=[C:33]([O:32][C:31]([F:30])([F:41])[F:42])[CH:34]=3)[N:21]=[N:20]2)[C:11](=[O:28])[C:10]=1[F:29])([CH3:2])([CH3:4])[CH3:3]. The catalyst class is: 3. (3) Reactant: [CH3:1][O:2][CH:3]1[CH:7]2[O:8][CH2:9][CH:10]([OH:11])[CH:6]2[O:5][CH2:4]1.C(N(CC)CC)C.[CH3:19][S:20](Cl)(=[O:22])=[O:21]. Product: [CH3:19][S:20]([O:11][CH:10]1[CH2:9][O:8][CH:7]2[CH:3]([O:2][CH3:1])[CH2:4][O:5][CH:6]12)(=[O:22])=[O:21]. The catalyst class is: 2. (4) Reactant: [CH2:1]([N:7]1[CH2:12][CH:11]2[CH:9]([C:10]2(C2C=C(C(=N)OCC)C=CC=2)[CH3:13])[C:8]1=O)[CH2:2][CH2:3][CH2:4][CH2:5][CH3:6].[NH2:26][C:27]1[CH:32]=[CH:31][CH:30]=[CH:29][C:28]=1[NH2:33]. Product: [NH2:26][C:27]1[CH:32]=[C:31]([C:10]2([CH3:13])[CH:11]3[CH:9]2[CH2:8][N:7]([CH2:1][CH2:2][CH2:3][CH2:4][CH2:5][CH3:6])[CH2:12]3)[CH:30]=[CH:29][C:28]=1[NH2:33]. The catalyst class is: 5. (5) Reactant: [CH:1]1([C:7]([O:9]C)=O)[CH2:6][CH2:5][CH2:4][CH2:3][CH2:2]1.[NH2:11][NH2:12]. Product: [CH:1]1([C:7]([NH:11][NH2:12])=[O:9])[CH2:6][CH2:5][CH2:4][CH2:3][CH2:2]1. The catalyst class is: 5.